Dataset: Catalyst prediction with 721,799 reactions and 888 catalyst types from USPTO. Task: Predict which catalyst facilitates the given reaction. (1) Reactant: O.[Li+].[C:3]([O-:13])(=[O:12])[C:4]1[NH:11][C:9](=[O:10])[NH:8][C:6](=[O:7])[CH:5]=1.Cl. Product: [OH:10][C:9]1[N:11]=[C:4]([C:3]([OH:13])=[O:12])[CH:5]=[C:6]([OH:7])[N:8]=1. The catalyst class is: 3. (2) Reactant: C([O:3][C:4](=O)[CH2:5][S:6][C:7]1[CH:12]=[CH:11][C:10]([CH2:13][C:14]([O:16][CH3:17])=[O:15])=[CH:9][C:8]=1[N+:18]([O-])=O)C.C(O)(=O)C. Product: [O:3]=[C:4]1[CH2:5][S:6][C:7]2[CH:12]=[CH:11][C:10]([CH2:13][C:14]([O:16][CH3:17])=[O:15])=[CH:9][C:8]=2[NH:18]1. The catalyst class is: 284. (3) Reactant: F[P-](F)(F)(F)(F)F.[N:8]1(O[P+](N(C)C)(N(C)C)N(C)C)[C:12]2C=CC=CC=2N=N1.[F:28][C:29]([F:39])([F:38])[C:30]1[C:34]([C:35](O)=[O:36])=[CH:33][NH:32][N:31]=1.[C:40]12(NC)[CH2:49][CH:44]3[CH2:45][CH:46]([CH2:48][CH:42]([CH2:43]3)[CH2:41]1)[CH2:47]2.C1C=CC2N(O)N=NC=2C=1.CCN(C(C)C)C(C)C.[NH4+].[Cl-]. Product: [C:40]12([CH2:12][NH:8][C:35]([C:34]3[C:30]([C:29]([F:39])([F:38])[F:28])=[N:31][NH:32][CH:33]=3)=[O:36])[CH2:41][CH:42]3[CH2:43][CH:44]([CH2:45][CH:46]([CH2:48]3)[CH2:47]1)[CH2:49]2. The catalyst class is: 3. (4) Reactant: Br[C:2]1[CH:7]=[CH:6][CH:5]=[C:4]([Br:8])[CH:3]=1.C([Li])CCC.[CH2:14]([N:21]1[CH2:27][CH:26]2[C:28](=[O:29])[CH:23]([CH2:24][CH2:25]2)[CH2:22]1)[C:15]1[CH:20]=[CH:19][CH:18]=[CH:17][CH:16]=1. Product: [CH2:14]([N:21]1[CH2:27][CH:26]2[C:28]([C:2]3[CH:7]=[CH:6][CH:5]=[C:4]([Br:8])[CH:3]=3)([OH:29])[CH:23]([CH2:24][CH2:25]2)[CH2:22]1)[C:15]1[CH:16]=[CH:17][CH:18]=[CH:19][CH:20]=1. The catalyst class is: 28. (5) Reactant: [C:1]1([C:7]2[N:11]([CH2:12][C:13]3[CH:18]=[CH:17][C:16]([C:19]([F:22])([F:21])[F:20])=[CH:15][CH:14]=3)[C:10]([C:23]3[CH:24]=[C:25]4[C:30](=[CH:31][CH:32]=3)[CH:29]=[C:28]([O:33][CH2:34][C:35]3[CH:44]=[CH:43][C:38]([C:39]([O:41]C)=[O:40])=[CH:37][C:36]=3[C:45]([O:47]C)=[O:46])[CH:27]=[CH:26]4)=[CH:9][CH:8]=2)[CH:6]=[CH:5][CH:4]=[CH:3][CH:2]=1.[OH-].[Na+]. Product: [C:1]1([C:7]2[N:11]([CH2:12][C:13]3[CH:18]=[CH:17][C:16]([C:19]([F:22])([F:21])[F:20])=[CH:15][CH:14]=3)[C:10]([C:23]3[CH:24]=[C:25]4[C:30](=[CH:31][CH:32]=3)[CH:29]=[C:28]([O:33][CH2:34][C:35]3[CH:44]=[CH:43][C:38]([C:39]([OH:41])=[O:40])=[CH:37][C:36]=3[C:45]([OH:47])=[O:46])[CH:27]=[CH:26]4)=[CH:9][CH:8]=2)[CH:2]=[CH:3][CH:4]=[CH:5][CH:6]=1. The catalyst class is: 87. (6) Reactant: [CH3:1][C:2]1([CH3:18])[CH2:7][O:6][CH:5]([C:8]2[CH:13]=[CH:12][C:11]([O:14][CH3:15])=[CH:10][CH:9]=2)[O:4][C@H:3]1[CH2:16][OH:17].C(N(CC)CC)C.CS(C)=O. Product: [CH3:15][O:14][C:11]1[CH:10]=[CH:9][C:8]([CH:5]2[O:4][C@@H:3]([CH:16]=[O:17])[C:2]([CH3:18])([CH3:1])[CH2:7][O:6]2)=[CH:13][CH:12]=1. The catalyst class is: 4. (7) Reactant: CCN(C(C)C)C(C)C.[F:10][C:11]([C:22]#[C:23][C:24]1[CH:29]=[CH:28][C:27]([CH2:30][N:31]2[CH2:36][CH2:35][O:34][CH2:33][CH2:32]2)=[CH:26][CH:25]=1)=[CH:12][C:13]1[CH:21]=[CH:20][C:16]([C:17]([OH:19])=O)=[CH:15][CH:14]=1.C[O:38][C:39](=O)[C@@H:40]([NH:45]C(=O)C1C=CC(C#C/C=C/C2CC2)=CC=1)[C:41]([OH:44])(C)[CH3:42].CN(C([O:69][N:70]1N=NC2C=CC=NC1=2)=[N+](C)C)C.F[P-](F)(F)(F)(F)F. Product: [F:10][C:11]([C:22]#[C:23][C:24]1[CH:29]=[CH:28][C:27]([CH2:30][N:31]2[CH2:32][CH2:33][O:34][CH2:35][CH2:36]2)=[CH:26][CH:25]=1)=[CH:12][C:13]1[CH:21]=[CH:20][C:16]([C:17]([NH:45][C@@H:40]([C@H:41]([OH:44])[CH3:42])[C:39]([NH:70][OH:69])=[O:38])=[O:19])=[CH:15][CH:14]=1. The catalyst class is: 136. (8) Reactant: Cl[CH2:2][C:3]1[N:4]=[C:5]([CH:8]=[CH:9][C:10]2[CH:15]=[CH:14][C:13]([S:16]([F:21])([F:20])([F:19])([F:18])[F:17])=[CH:12][CH:11]=2)[O:6][CH:7]=1.[Br:22][C:23]1[CH:28]=[CH:27][C:26]([S:29]([O-:31])=[O:30])=[CH:25][CH:24]=1.[Na+]. Product: [Br:22][C:23]1[CH:28]=[CH:27][C:26]([S:29]([CH2:2][C:3]2[N:4]=[C:5]([CH:8]=[CH:9][C:10]3[CH:15]=[CH:14][C:13]([S:16]([F:21])([F:20])([F:19])([F:18])[F:17])=[CH:12][CH:11]=3)[O:6][CH:7]=2)(=[O:31])=[O:30])=[CH:25][CH:24]=1. The catalyst class is: 9. (9) Reactant: ClC1N=CC(C[C:9]2[C:17]([F:18])=[CH:16][C:15]([C:19]#[N:20])=[C:14]3[C:10]=2[C:11]([CH3:30])=[C:12]([CH3:29])[N:13]3COCC[Si](C)(C)C)=CC=1.[F-].C([N+](CCCC)(CCCC)CCCC)CCC. Product: [F:18][C:17]1[CH:9]=[C:10]2[C:14](=[C:15]([C:19]#[N:20])[CH:16]=1)[NH:13][C:12]([CH3:29])=[C:11]2[CH3:30]. The catalyst class is: 49. (10) Reactant: [C:1]([O:5][C:6]([NH:8][CH2:9][CH:10]1[CH2:13][NH:12][CH2:11]1)=[O:7])([CH3:4])([CH3:3])[CH3:2].[CH2:14]([O:21][C:22]([NH:24][C:25](=[NH:28])OC)=[O:23])[C:15]1[CH:20]=[CH:19][CH:18]=[CH:17][CH:16]=1. Product: [C:1]([O:5][C:6]([NH:8][CH2:9][CH:10]1[CH2:11][N:12]([C:25](=[NH:28])[NH:24][C:22]([O:21][CH2:14][C:15]2[CH:16]=[CH:17][CH:18]=[CH:19][CH:20]=2)=[O:23])[CH2:13]1)=[O:7])([CH3:4])([CH3:2])[CH3:3]. The catalyst class is: 11.